Dataset: Catalyst prediction with 721,799 reactions and 888 catalyst types from USPTO. Task: Predict which catalyst facilitates the given reaction. (1) Reactant: CO[C:3]([C:5]1[S:6][C:7]([C:10]2[CH:11]=[N:12][C:13]([Cl:20])=[CH:14][C:15]=2[NH:16][CH:17]([CH3:19])[CH3:18])=[N:8][N:9]=1)=[O:4].[NH:21]1[CH2:25][CH2:24][C@@H:23]([OH:26])[CH2:22]1. Product: [Cl:20][C:13]1[N:12]=[CH:11][C:10]([C:7]2[S:6][C:5]([C:3]([N:21]3[CH2:25][CH2:24][C@@H:23]([OH:26])[CH2:22]3)=[O:4])=[N:9][N:8]=2)=[C:15]([NH:16][CH:17]([CH3:18])[CH3:19])[CH:14]=1. The catalyst class is: 5. (2) Reactant: [NH2:1][C:2]1[CH:3]=[C:4]2[C:8](=[CH:9][CH:10]=1)[N:7]([CH2:11][CH2:12][C:13]1[CH:18]=[CH:17][CH:16]=[CH:15][CH:14]=1)[C:6]([C:19]([NH:21][C:22]1[CH:27]=[CH:26][CH:25]=[CH:24][CH:23]=1)=[O:20])=[CH:5]2.C(N(CC)CC)C.[CH:35]12[CH2:41][CH:38]([CH2:39][CH2:40]1)[CH2:37][CH:36]2[CH2:42][C:43](Cl)=[O:44]. Product: [CH:35]12[CH2:41][CH:38]([CH2:39][CH2:40]1)[CH2:37][CH:36]2[CH2:42][C:43]([NH:1][C:2]1[CH:3]=[C:4]2[C:8](=[CH:9][CH:10]=1)[N:7]([CH2:11][CH2:12][C:13]1[CH:18]=[CH:17][CH:16]=[CH:15][CH:14]=1)[C:6]([C:19]([NH:21][C:22]1[CH:23]=[CH:24][CH:25]=[CH:26][CH:27]=1)=[O:20])=[CH:5]2)=[O:44]. The catalyst class is: 295.